This data is from Forward reaction prediction with 1.9M reactions from USPTO patents (1976-2016). The task is: Predict the product of the given reaction. (1) The product is: [Br:33][C:20]1[C:21]2[C:26]([O:27][CH3:28])=[N:25][C:24]([NH:29][CH:30]=[O:31])=[N:23][C:22]=2[N:18]([C@@H:8]2[O:9][C@H:10]([CH2:11][O:12][C:13](=[O:17])[CH:14]([CH3:15])[CH3:16])[C@@H:6]([O:5][C:3](=[O:4])[CH:2]([CH3:32])[CH3:1])[CH2:7]2)[CH:19]=1. Given the reactants [CH3:1][CH:2]([CH3:32])[C:3]([O:5][C@@H:6]1[C@@H:10]([CH2:11][O:12][C:13](=[O:17])[CH:14]([CH3:16])[CH3:15])[O:9][C@@H:8]([N:18]2[C:22]3[N:23]=[C:24]([NH:29][CH:30]=[O:31])[N:25]=[C:26]([O:27][CH3:28])[C:21]=3[CH:20]=[CH:19]2)[CH2:7]1)=[O:4].[Br:33]N1C(=O)CCC1=O.C(Cl)Cl.O, predict the reaction product. (2) The product is: [ClH:1].[ClH:38].[NH2:29][CH2:28][CH2:27][NH:26][C:24]([NH:23][C:15]1[CH:16]=[CH:17][C:18]2[NH:19][C:20]3[N:21]=[C:5]([NH:6][C:7]4[CH:8]=[CH:9][CH:10]=[C:11]([CH:37]=4)[CH2:12][CH2:13][C:14]=1[CH:22]=2)[N:4]=[CH:3][C:2]=3[Cl:1])=[O:25]. Given the reactants [Cl:1][C:2]1[CH:3]=[N:4][C:5]2[NH:6][C:7]3[CH:8]=[CH:9][CH:10]=[C:11]([CH:37]=3)[CH2:12][CH2:13][C:14]3[CH:22]=[C:18]([NH:19][C:20]=1[N:21]=2)[CH:17]=[CH:16][C:15]=3[NH:23][C:24]([NH:26][CH2:27][CH2:28][NH:29]C(=O)OC(C)(C)C)=[O:25].[ClH:38].O1CCOCC1, predict the reaction product.